From a dataset of Catalyst prediction with 721,799 reactions and 888 catalyst types from USPTO. Predict which catalyst facilitates the given reaction. (1) Reactant: [C:1]([O:5][C:6]([N:8]1[CH2:13][CH2:12][C:11]([OH:20])([C:14]#[C:15][Si](C)(C)C)[CH2:10][CH2:9]1)=[O:7])([CH3:4])([CH3:3])[CH3:2].C(=O)([O-])[O-].[K+].[K+]. Product: [C:1]([O:5][C:6]([N:8]1[CH2:13][CH2:12][C:11]([C:14]#[CH:15])([OH:20])[CH2:10][CH2:9]1)=[O:7])([CH3:4])([CH3:3])[CH3:2]. The catalyst class is: 5. (2) Reactant: Cl.[CH2:2]([C@H:4]1[CH2:8][NH:7][CH2:6][C@H:5]1[C:9]1[N:13]2[C:14]3[CH:20]=[CH:19][N:18](S(C4C=CC(C)=CC=4)(=O)=O)[C:15]=3[N:16]=[CH:17][C:12]2=[N:11][N:10]=1)[CH3:3].CCN(C(C)C)C(C)C.C1N=CN([C:45]([N:47]2C=N[CH:49]=[CH:48]2)=[O:46])C=1.NCC1[CH2:59][CH2:58][O:57][CH2:56][CH2:55]1. Product: [CH2:2]([C@H:4]1[C@@H:5]([C:9]2[N:13]3[C:14]4[CH:20]=[CH:19][NH:18][C:15]=4[N:16]=[CH:17][C:12]3=[N:11][N:10]=2)[CH2:6][N:7]([C:45]([NH:47][CH2:48][CH:49]2[CH2:59][CH2:58][O:57][CH2:56][CH2:55]2)=[O:46])[CH2:8]1)[CH3:3]. The catalyst class is: 230. (3) Reactant: [CH:1]12[O:8][CH:5]([CH2:6][CH2:7]1)[CH2:4][N:3]([C:9]1[N:14]=[C:13]([N:15]3[CH2:20][CH2:19][C:18](=O)[CH2:17][CH2:16]3)[N:12]=[C:11]([C:22]3[CH:27]=[CH:26][C:25]([NH:28][C:29]([NH:31][C:32]4[CH:37]=[CH:36][N:35]=[CH:34][CH:33]=4)=[O:30])=[CH:24][CH:23]=3)[N:10]=1)[CH2:2]2.C(O)(C(F)(F)F)=O.Cl.[NH2:46][CH2:47][C:48]([NH2:50])=[O:49]. Product: [CH:5]12[O:8][CH:1]([CH2:7][CH2:6]1)[CH2:2][N:3]([C:9]1[N:10]=[C:11]([C:22]3[CH:27]=[CH:26][C:25]([NH:28][C:29]([NH:31][C:32]4[CH:37]=[CH:36][N:35]=[CH:34][CH:33]=4)=[O:30])=[CH:24][CH:23]=3)[N:12]=[C:13]([N:15]3[CH2:16][CH2:17][CH:18]([NH:46][CH2:47][C:48]([NH2:50])=[O:49])[CH2:19][CH2:20]3)[N:14]=1)[CH2:4]2. The catalyst class is: 66. (4) Reactant: [NH2:1][C:2]([CH3:6])([CH3:5])[CH2:3][OH:4].[F:7][C:8]1[CH:16]=[CH:15][CH:14]=[C:13]([F:17])[C:9]=1[C:10](Cl)=[O:11]. Product: [F:7][C:8]1[CH:16]=[CH:15][CH:14]=[C:13]([F:17])[C:9]=1[C:10]([NH:1][C:2]([CH3:6])([CH3:5])[CH2:3][OH:4])=[O:11]. The catalyst class is: 34. (5) Reactant: ClCl.CSC.[OH:6][CH2:7][C@H:8]1[O:13][C:12]([CH3:15])([CH3:14])[O:11][C@@H:10]([CH2:16][C:17]([O:19][CH:20]([CH3:22])[CH3:21])=[O:18])[CH2:9]1.C(N(CC)CC)C. Product: [CH:20]([O:19][C:17](=[O:18])[CH2:16][C@H:10]1[CH2:9][C@@H:8]([CH:7]=[O:6])[O:13][C:12]([CH3:14])([CH3:15])[O:11]1)([CH3:22])[CH3:21]. The catalyst class is: 93. (6) Reactant: [F:1][CH:2]([F:46])[C:3]1[N:7]([C:8]2[N:13]=[C:12]([N:14]3[CH2:19][CH2:18][O:17][CH2:16][CH2:15]3)[N:11]=[C:10]([N:20]([CH2:34][CH2:35][CH2:36][N:37]([CH3:39])[CH3:38])[CH:21]3[CH2:26][CH2:25][CH2:24][N:23](C(OC(C)(C)C)=O)[CH2:22]3)[N:9]=2)[C:6]2[CH:40]=[CH:41][CH:42]=[C:43]([O:44][CH3:45])[C:5]=2[N:4]=1.C(O)(C(F)(F)F)=O. Product: [F:46][CH:2]([F:1])[C:3]1[N:7]([C:8]2[N:13]=[C:12]([N:14]3[CH2:15][CH2:16][O:17][CH2:18][CH2:19]3)[N:11]=[C:10]([N:20]([CH:21]3[CH2:26][CH2:25][CH2:24][NH:23][CH2:22]3)[CH2:34][CH2:35][CH2:36][N:37]([CH3:39])[CH3:38])[N:9]=2)[C:6]2[CH:40]=[CH:41][CH:42]=[C:43]([O:44][CH3:45])[C:5]=2[N:4]=1. The catalyst class is: 2. (7) Reactant: [CH2:1]([O:8][C:9]1[CH:10]=[CH:11][C:12]2[C:13]3[S:21][C:20]([CH2:22][CH3:23])=[N:19][C:14]=3[CH:15]=[N:16][C:17]=2[CH:18]=1)[C:2]1[CH:7]=[CH:6][CH:5]=[CH:4][CH:3]=1.ClC1C=C(C=CC=1)C(OO)=[O:29]. Product: [CH2:1]([O:8][C:9]1[CH:10]=[CH:11][C:12]2[C:13]3[S:21][C:20]([CH2:22][CH3:23])=[N:19][C:14]=3[CH:15]=[N+:16]([O-:29])[C:17]=2[CH:18]=1)[C:2]1[CH:3]=[CH:4][CH:5]=[CH:6][CH:7]=1. The catalyst class is: 22.